This data is from Forward reaction prediction with 1.9M reactions from USPTO patents (1976-2016). The task is: Predict the product of the given reaction. Given the reactants Cl.[NH2:2][OH:3].[OH-].[Na+].[CH:6](=O)[C:7]1[CH:12]=[CH:11][CH:10]=[CH:9][CH:8]=1.Cl, predict the reaction product. The product is: [CH:6](=[N:2][OH:3])[C:7]1[CH:12]=[CH:11][CH:10]=[CH:9][CH:8]=1.